From a dataset of Reaction yield outcomes from USPTO patents with 853,638 reactions. Predict the reaction yield, written as a fraction of the theoretical maximum amount of product (1.0 means a 100% yield; for example, 0.34 means a 34% yield). The reactants are [C:1]([C:4]([C@@H:17]1[CH2:21][CH2:20][N:19](CCCCCCC=O)[CH2:18]1)([C:11]1[CH:16]=[CH:15][CH:14]=[CH:13][CH:12]=1)[C:5]1[CH:10]=[CH:9][CH:8]=[CH:7][CH:6]=1)(=[O:3])[NH2:2].C(NC1CCN(CC2C=NC=CC=2OC)CC1)(C)C.C(O[BH-](OC(=O)C)OC(=O)C)(=O)C.[Na+].N1CCCC1. The catalyst is ClCCl. The product is [C:1]([C:4]([C@@H:17]1[CH2:21][CH2:20][NH:19][CH2:18]1)([C:11]1[CH:12]=[CH:13][CH:14]=[CH:15][CH:16]=1)[C:5]1[CH:10]=[CH:9][CH:8]=[CH:7][CH:6]=1)(=[O:3])[NH2:2]. The yield is 0.260.